This data is from Forward reaction prediction with 1.9M reactions from USPTO patents (1976-2016). The task is: Predict the product of the given reaction. (1) Given the reactants C([O-])(O)=O.[Na+].O.O.[Sn](Cl)Cl.[Cl:11][C:12]1[CH:17]=[CH:16][C:15]([C:18]2[CH:19]=[CH:20][C:21]([C:24]#[C:25][C:26]3[CH:31]=[CH:30][C:29]([O:32][CH2:33][CH2:34][N:35]4[CH2:39][CH2:38][CH2:37][CH2:36]4)=[C:28]([N+:40]([O-])=O)[CH:27]=3)=[N:22][CH:23]=2)=[CH:14][CH:13]=1.CO, predict the reaction product. The product is: [Cl:11][C:12]1[CH:17]=[CH:16][C:15]([C:18]2[CH:19]=[CH:20][C:21]([C:24]#[C:25][C:26]3[CH:31]=[CH:30][C:29]([O:32][CH2:33][CH2:34][N:35]4[CH2:36][CH2:37][CH2:38][CH2:39]4)=[C:28]([NH2:40])[CH:27]=3)=[N:22][CH:23]=2)=[CH:14][CH:13]=1. (2) Given the reactants BrC1C(F)=CC(Br)=C(F)C=1S([NH:14][C@H]1CN(C(OC(C)(C)C)=O)[C@@H](C)C1)(=O)=O.[Br:28][C:29]1[CH:34]=[CH:33][C:32]([Br:35])=[CH:31][C:30]=1[S:36]([NH:39][C@H:40]1[CH2:44][N:43]([C:45](OC(C)(C)C)=O)[C@@H:42]([CH2:52][NH:53][C:54]([NH:56][C:57]2[CH:62]=[CH:61][CH:60]=[CH:59][CH:58]=2)=[O:55])[CH2:41]1)(=[O:38])=[O:37], predict the reaction product. The product is: [Br:28][C:29]1[CH:34]=[CH:33][C:32]([Br:35])=[CH:31][C:30]=1[S:36]([NH:39][C@@H:40]1[CH2:41][C@H:42]([CH2:52][NH:53][C:54]([NH:56][C:57]2[CH:62]=[CH:61][CH:60]=[CH:59][CH:58]=2)=[O:55])[N:43]([C:45]#[N:14])[CH2:44]1)(=[O:38])=[O:37]. (3) Given the reactants C([O-])(C)(C)C.[K+].[C:7]([O:15][CH2:16][CH3:17])(=[O:14])[CH2:8][C:9]([O:11][CH2:12][CH3:13])=[O:10].Br[C:19]1[C:20](=[O:37])[N:21]([C:25]2[CH:30]=[CH:29][C:28]([N+:31]([O-:33])=[O:32])=[CH:27][C:26]=2[CH2:34][O:35][CH3:36])[CH:22]=[CH:23][CH:24]=1, predict the reaction product. The product is: [CH2:16]([O:15][C:7](=[O:14])[CH:8]([C:19]1[C:20](=[O:37])[N:21]([C:25]2[CH:30]=[CH:29][C:28]([N+:31]([O-:33])=[O:32])=[CH:27][C:26]=2[CH2:34][O:35][CH3:36])[CH:22]=[CH:23][CH:24]=1)[C:9]([O:11][CH2:12][CH3:13])=[O:10])[CH3:17]. (4) Given the reactants FC(F)(F)C(O)=O.[CH3:8][O:9][C:10](=[O:30])[CH2:11][C:12]1[C:21]([CH3:22])=[C:20]([CH:23]2[CH2:28][CH2:27][NH:26][CH2:25][CH2:24]2)[C:19]2[C:14](=[CH:15][CH:16]=[C:17]([F:29])[CH:18]=2)[CH:13]=1.C(N(CC)C(C)C)(C)C.[F:40][C:41]([F:53])([F:52])[C:42]1[CH:43]=[C:44]([S:48](Cl)(=[O:50])=[O:49])[CH:45]=[CH:46][CH:47]=1.O, predict the reaction product. The product is: [CH3:8][O:9][C:10](=[O:30])[CH2:11][C:12]1[C:21]([CH3:22])=[C:20]([CH:23]2[CH2:24][CH2:25][N:26]([S:48]([C:44]3[CH:45]=[CH:46][CH:47]=[C:42]([C:41]([F:40])([F:52])[F:53])[CH:43]=3)(=[O:50])=[O:49])[CH2:27][CH2:28]2)[C:19]2[C:14](=[CH:15][CH:16]=[C:17]([F:29])[CH:18]=2)[CH:13]=1. (5) Given the reactants [Si]([O:8][CH2:9][C:10]1([CH2:14][CH2:15][S:16][C:17]2[N:18]([CH3:22])[CH:19]=[CH:20][N:21]=2)[CH2:13][CH2:12][CH2:11]1)(C(C)(C)C)(C)C.[F-].C([N+](CCCC)(CCCC)CCCC)CCC, predict the reaction product. The product is: [CH3:22][N:18]1[CH:19]=[CH:20][N:21]=[C:17]1[S:16][CH2:15][CH2:14][C:10]1([CH2:9][OH:8])[CH2:13][CH2:12][CH2:11]1. (6) The product is: [CH2:35]([N:3]([CH2:1][CH3:2])[CH2:4]/[CH:5]=[CH:6]\[C:7]1[CH:12]=[C:11]([F:13])[CH:10]=[CH:9][C:8]=1[S:14]([NH:17][C:18]1[CH:27]=[CH:26][C:25]2[C:24]3=[CH:28][CH:29]=[N:30][N:23]3[CH2:22][CH2:21][C:20]=2[C:19]=1[C:31]([OH:33])=[O:32])(=[O:15])=[O:16])[CH3:36]. Given the reactants [CH2:1]([N:3]([CH2:35][CH3:36])[CH2:4]/[CH:5]=[CH:6]\[C:7]1[CH:12]=[C:11]([F:13])[CH:10]=[CH:9][C:8]=1[S:14]([NH:17][C:18]1[CH:27]=[CH:26][C:25]2[C:24]3=[CH:28][CH:29]=[N:30][N:23]3[CH2:22][CH2:21][C:20]=2[C:19]=1[C:31]([O:33]C)=[O:32])(=[O:16])=[O:15])[CH3:2].O.[OH-].[Li+], predict the reaction product. (7) Given the reactants C(N(CC)CC)C.[CH2:8]([O:10][C:11](=[O:19])[C:12]1[CH:17]=[CH:16][C:15](Cl)=[N:14][CH:13]=1)[CH3:9].[CH3:20][C@H:21]1[CH2:26][NH:25][CH2:24][CH2:23][NH:22]1.O, predict the reaction product. The product is: [CH2:8]([O:10][C:11](=[O:19])[C:12]1[CH:17]=[CH:16][C:15]([N:25]2[CH2:24][CH2:23][NH:22][C@@H:21]([CH3:20])[CH2:26]2)=[N:14][CH:13]=1)[CH3:9].